From a dataset of Merck oncology drug combination screen with 23,052 pairs across 39 cell lines. Regression. Given two drug SMILES strings and cell line genomic features, predict the synergy score measuring deviation from expected non-interaction effect. (1) Cell line: HT29. Drug 1: C=CCn1c(=O)c2cnc(Nc3ccc(N4CCN(C)CC4)cc3)nc2n1-c1cccc(C(C)(C)O)n1. Drug 2: NC(=O)c1cccc2cn(-c3ccc(C4CCCNC4)cc3)nc12. Synergy scores: synergy=8.55. (2) Drug 1: CN(C)C(=N)N=C(N)N. Drug 2: CCc1cnn2c(NCc3ccc[n+]([O-])c3)cc(N3CCCCC3CCO)nc12. Cell line: OCUBM. Synergy scores: synergy=-9.83. (3) Drug 1: O=S1(=O)NC2(CN1CC(F)(F)F)C1CCC2Cc2cc(C=CCN3CCC(C(F)(F)F)CC3)ccc2C1. Drug 2: O=c1[nH]cc(F)c(=O)[nH]1. Cell line: RPMI7951. Synergy scores: synergy=8.45. (4) Drug 1: CN1C(=O)C=CC2(C)C3CCC4(C)C(NC(=O)OCC(F)(F)F)CCC4C3CCC12. Drug 2: N#Cc1ccc(Cn2cncc2CN2CCN(c3cccc(Cl)c3)C(=O)C2)cc1. Cell line: NCIH2122. Synergy scores: synergy=12.0.